This data is from Reaction yield outcomes from USPTO patents with 853,638 reactions. The task is: Predict the reaction yield, written as a fraction of the theoretical maximum amount of product (1.0 means a 100% yield; for example, 0.34 means a 34% yield). (1) The reactants are [N:1]1[C:10]2[CH2:9][CH2:8][CH2:7][CH2:6][C:5]=2[CH:4]=[CH:3][CH:2]=1.C([Li])(C)(C)C.C[OH:17].OS(O)(=O)=O.C1[CH2:27][O:26][CH2:25]C1. No catalyst specified. The product is [C:25]([CH:9]1[C:10]2[N:1]=[CH:2][CH:3]=[CH:4][C:5]=2[CH2:6][CH2:7][CH2:8]1)([O:26][CH3:27])=[O:17]. The yield is 0.720. (2) The reactants are [F:1][C:2]1([F:33])[O:6][C:5]2[CH:7]=[CH:8][C:9]([C:11]3([C:14]([NH:16][C:17]4[N:22]=[C:21]([C:23]5[C:24]([O:30]C)=[N:25][CH:26]=[C:27]([F:29])[CH:28]=5)[C:20]([CH3:32])=[CH:19][CH:18]=4)=[O:15])[CH2:13][CH2:12]3)=[CH:10][C:4]=2[O:3]1.I[Si](C)(C)C. The catalyst is C(Cl)(Cl)Cl. The product is [F:33][C:2]1([F:1])[O:6][C:5]2[CH:7]=[CH:8][C:9]([C:11]3([C:14]([NH:16][C:17]4[CH:18]=[CH:19][C:20]([CH3:32])=[C:21]([C:23]5[C:24](=[O:30])[NH:25][CH:26]=[C:27]([F:29])[CH:28]=5)[N:22]=4)=[O:15])[CH2:12][CH2:13]3)=[CH:10][C:4]=2[O:3]1. The yield is 0.470. (3) The reactants are [NH2:1][C:2]1[N:7]=[CH:6][N:5]=[C:4]2[N:8]([CH:12]([C:14]3[C:15]([O:32][CH3:33])=[C:16]([CH:22]4[CH2:25][N:24]([C@H:26]([CH3:31])[C:27]([O:29]C)=[O:28])[CH2:23]4)[C:17]([CH3:21])=[C:18]([Cl:20])[CH:19]=3)[CH3:13])[N:9]=[C:10]([CH3:11])[C:3]=12.[OH-].[Li+]. The catalyst is C(#N)C.O.C(OCC)(=O)C.Cl. The product is [NH2:1][C:2]1[N:7]=[CH:6][N:5]=[C:4]2[N:8]([CH:12]([C:14]3[C:15]([O:32][CH3:33])=[C:16]([CH:22]4[CH2:25][N:24]([C@H:26]([CH3:31])[C:27]([OH:29])=[O:28])[CH2:23]4)[C:17]([CH3:21])=[C:18]([Cl:20])[CH:19]=3)[CH3:13])[N:9]=[C:10]([CH3:11])[C:3]=12. The yield is 0.830. (4) The reactants are [CH2:1]([O:8][C:9]1[CH:14]=[CH:13][C:12](/[CH:15]=[CH:16]/[N+:17]([O-:19])=[O:18])=[CH:11][CH:10]=1)[C:2]1[CH:7]=[CH:6][CH:5]=[CH:4][CH:3]=1.C(O)(=O)C.CS(C)=O.[BH4-].[Na+]. The catalyst is O. The product is [CH2:1]([O:8][C:9]1[CH:14]=[CH:13][C:12]([CH2:15][CH2:16][N+:17]([O-:19])=[O:18])=[CH:11][CH:10]=1)[C:2]1[CH:3]=[CH:4][CH:5]=[CH:6][CH:7]=1. The yield is 0.700. (5) The reactants are [CH:1]([Mg]Br)([CH3:3])[CH3:2].Br[C:7]1[CH2:8][C:9]2[C:14]([CH:15]=1)=[CH:13][CH:12]=[CH:11][CH:10]=2.[Cl-].[NH4+]. The catalyst is O1CCCC1.[Cl-].[Zn+2].[Cl-]. The product is [CH:1]([C:7]1[CH2:8][C:9]2[C:14]([CH:15]=1)=[CH:13][CH:12]=[CH:11][CH:10]=2)([CH3:3])[CH3:2]. The yield is 0.711. (6) The product is [CH:13]1([N:10]2[CH2:9][C:8]3([CH2:20][CH2:19]3)[C:7](=[O:21])[N:6]([CH3:22])[C:5]3[CH:4]=[N:3][C:2]([NH:23][C:24]4[C:40]([F:41])=[CH:39][C:27]([C:28]([NH:30][CH:31]5[CH2:36][CH2:35][N:34]([CH2:37][CH3:38])[CH2:33][CH2:32]5)=[O:29])=[C:26]([F:42])[CH:25]=4)=[N:12][C:11]2=3)[CH2:18][CH2:17][CH2:16][CH2:15][CH2:14]1. The catalyst is [Pd+2].C(=CC(C=CC1C=CC=CC=1)=O)C1C=CC=CC=1.C(=CC(C=CC1C=CC=CC=1)=O)C1C=CC=CC=1.C(=CC(C=CC1C=CC=CC=1)=O)C1C=CC=CC=1.O1CCOCC1. The reactants are Cl[C:2]1[N:3]=[CH:4][C:5]2[N:6]([CH3:22])[C:7](=[O:21])[C:8]3([CH2:20][CH2:19]3)[CH2:9][N:10]([CH:13]3[CH2:18][CH2:17][CH2:16][CH2:15][CH2:14]3)[C:11]=2[N:12]=1.[NH2:23][C:24]1[C:40]([F:41])=[CH:39][C:27]([C:28]([NH:30][CH:31]2[CH2:36][CH2:35][N:34]([CH2:37][CH3:38])[CH2:33][CH2:32]2)=[O:29])=[C:26]([F:42])[CH:25]=1.C(=O)([O-])[O-].[Cs+].[Cs+].CC1(C)C2C(=C(P(C3C=CC=CC=3)C3C=CC=CC=3)C=CC=2)OC2C(P(C3C=CC=CC=3)C3C=CC=CC=3)=CC=CC1=2. The yield is 0.110. (7) The reactants are [CH2:1]([O:8][C:9]1[CH:14]=[CH:13][C:12]([Br:15])=[CH:11][C:10]=1[C:16]1[CH:21]=[C:20](Cl)[N:19]=[C:18]([NH2:23])[N:17]=1)[C:2]1[CH:7]=[CH:6][CH:5]=[CH:4][CH:3]=1.[Cl:24][C:25]1[CH:30]=[CH:29][C:28]([NH2:31])=[CH:27][CH:26]=1. No catalyst specified. The product is [CH2:1]([O:8][C:9]1[CH:14]=[CH:13][C:12]([Br:15])=[CH:11][C:10]=1[C:16]1[N:17]=[C:18]([NH2:23])[N:19]=[C:20]([NH:31][C:28]2[CH:29]=[CH:30][C:25]([Cl:24])=[CH:26][CH:27]=2)[CH:21]=1)[C:2]1[CH:7]=[CH:6][CH:5]=[CH:4][CH:3]=1. The yield is 0.650. (8) The yield is 0.700. The catalyst is N1C=CC=CC=1. The reactants are [S:1]1[CH:5]=[CH:4][CH:3]=[C:2]1[C:6](Cl)=[O:7].[CH3:9][N:10]1[C:19]2[C:14](=[CH:15][C:16]([CH3:20])=[CH:17][CH:18]=2)[C:13]([N:21]2[CH2:26][CH2:25][NH:24][CH2:23][CH2:22]2)=[C:12]([C:27]#[N:28])[C:11]1=[O:29]. The product is [CH3:9][N:10]1[C:19]2[C:14](=[CH:15][C:16]([CH3:20])=[CH:17][CH:18]=2)[C:13]([N:21]2[CH2:26][CH2:25][N:24]([C:6]([C:2]3[S:1][CH:5]=[CH:4][CH:3]=3)=[O:7])[CH2:23][CH2:22]2)=[C:12]([C:27]#[N:28])[C:11]1=[O:29]. (9) The reactants are [O:1]=[C:2]1[C:25]2[C:6]3=[C:7]([CH:22]=[CH:23][CH:24]=2)[NH:8][C:9]2[CH2:10][N:11](C(OC(C)(C)C)=O)[CH2:12][CH2:13][C:14]=2[C:5]3=[N:4][NH:3]1.[ClH:26]. The catalyst is O1CCOCC1. The product is [ClH:26].[N:4]1[NH:3][C:2](=[O:1])[C:25]2[C:6]3[C:5]=1[C:14]1[CH2:13][CH2:12][NH:11][CH2:10][C:9]=1[NH:8][C:7]=3[CH:22]=[CH:23][CH:24]=2. The yield is 0.570. (10) The reactants are [CH3:1][N:2]([CH3:20])[CH2:3][CH2:4][CH2:5][O:6][C:7]1[CH:12]=[CH:11][C:10]([NH2:13])=[CH:9][C:8]=1[C:14]1[N:15]([CH3:19])[N:16]=[CH:17][CH:18]=1.[C:21]1([N:27]=[C:28]=[O:29])[CH:26]=[CH:25][CH:24]=[CH:23][CH:22]=1. The catalyst is C(Cl)Cl. The product is [CH3:20][N:2]([CH3:1])[CH2:3][CH2:4][CH2:5][O:6][C:7]1[CH:12]=[CH:11][C:10]([NH:13][C:28]([NH:27][C:21]2[CH:26]=[CH:25][CH:24]=[CH:23][CH:22]=2)=[O:29])=[CH:9][C:8]=1[C:14]1[N:15]([CH3:19])[N:16]=[CH:17][CH:18]=1. The yield is 0.690.